This data is from CYP2D6 inhibition data for predicting drug metabolism from PubChem BioAssay. The task is: Regression/Classification. Given a drug SMILES string, predict its absorption, distribution, metabolism, or excretion properties. Task type varies by dataset: regression for continuous measurements (e.g., permeability, clearance, half-life) or binary classification for categorical outcomes (e.g., BBB penetration, CYP inhibition). Dataset: cyp2d6_veith. (1) The drug is C=C(C)[C@H]1CC[C@]2(CO)CC[C@]3(C)[C@@H](CC[C@@H]4[C@]3(C)CC[C@H]3C(C)(C)[C@H](O)CC[C@]43C)[C@H]12. The result is 0 (non-inhibitor). (2) The drug is COc1ccc(C(=O)OC2C[C@@H]3CC[C@H](C2)N3C)cc1OC. The result is 1 (inhibitor). (3) The compound is COc1ccc2nc(NCN3C(=O)c4ccccc4C3=O)sc2c1. The result is 0 (non-inhibitor). (4) The compound is CCCCOP(=O)(c1ccc(N(C)C)cc1)C(O)c1cccnc1. The result is 0 (non-inhibitor). (5) The compound is Nc1nc(N)c(N=Nc2ccc([As](=O)(O)O)cc2)c(=O)[nH]1. The result is 0 (non-inhibitor). (6) The molecule is O=C(/C=C/c1ccc(-c2ccccc2[N+](=O)[O-])o1)c1ccc(F)cc1. The result is 0 (non-inhibitor). (7) The compound is Cn1c(COc2nnc(-c3ccc(Cl)cc3)c3ccccc23)nc2ccccc21. The result is 0 (non-inhibitor). (8) The compound is COc1ncc2nc(-c3cccs3)c(=O)n(CCC#N)c2n1. The result is 0 (non-inhibitor).